From a dataset of Forward reaction prediction with 1.9M reactions from USPTO patents (1976-2016). Predict the product of the given reaction. (1) The product is: [O:22]1[C:31]2[CH:30]=[C:29]([CH2:32][NH:1][CH:2]3[CH2:7][CH2:6][N:5]([CH2:8][CH2:9][N:10]4[C:19]5[C:14](=[CH:15][CH:16]=[C:17]([F:20])[CH:18]=5)[CH:13]=[CH:12][C:11]4=[O:21])[CH2:4][CH2:3]3)[N:28]=[CH:27][C:26]=2[O:25][CH2:24][CH2:23]1. Given the reactants [NH2:1][CH:2]1[CH2:7][CH2:6][N:5]([CH2:8][CH2:9][N:10]2[C:19]3[C:14](=[CH:15][CH:16]=[C:17]([F:20])[CH:18]=3)[CH:13]=[CH:12][C:11]2=[O:21])[CH2:4][CH2:3]1.[O:22]1[C:31]2[CH:30]=[C:29]([CH:32]=O)[N:28]=[CH:27][C:26]=2[O:25][CH2:24][CH2:23]1.C(O[BH-](OC(=O)C)OC(=O)C)(=O)C.[Na+].Cl, predict the reaction product. (2) The product is: [CH3:20][C@H:21]1[CH2:25][C:24]2([CH2:26][CH2:27][NH:28][CH2:29][CH2:30]2)[C:23](=[O:31])[N:22]1[C:32]1[CH2:33][O:34][C:35](=[O:37])[CH:36]=1. Given the reactants C[C@H]1CC2(CCN(C(OC(C)(C)C)=O)CC2)C(=O)N1.[CH3:20][CH:21]1[CH2:25][C:24]2([CH2:30][CH2:29][NH:28][CH2:27][CH2:26]2)[C:23](=[O:31])[N:22]1[C:32]1[CH2:33][O:34][C:35](=[O:37])[CH:36]=1, predict the reaction product. (3) Given the reactants CS([C:4]1[O:5][C:6]2[CH:12]=[C:11]([O:13][C:14]3[CH:19]=[CH:18][N:17]=[C:16]([C:20]([NH:22][CH3:23])=[O:21])[CH:15]=3)[CH:10]=[CH:9][C:7]=2[N:8]=1)=O.[CH:24]1([CH2:30][NH2:31])[CH2:29][CH2:28][CH2:27][CH2:26][CH2:25]1, predict the reaction product. The product is: [CH:24]1([CH2:30][NH:31][C:4]2[O:5][C:6]3[CH:12]=[C:11]([O:13][C:14]4[CH:19]=[CH:18][N:17]=[C:16]([C:20]([NH:22][CH3:23])=[O:21])[CH:15]=4)[CH:10]=[CH:9][C:7]=3[N:8]=2)[CH2:29][CH2:28][CH2:27][CH2:26][CH2:25]1. (4) Given the reactants [C:1]1([OH:7])[CH:6]=[CH:5][CH:4]=[CH:3][CH:2]=1.[H-].[Na+].[Cl:10][C:11]1[CH:12]=[C:13]([C:18]2[C:23]([C:24]([NH:26][CH2:27][CH2:28][CH2:29][C:30]3[CH:35]=[CH:34][CH:33]=[CH:32][CH:31]=3)=[O:25])=[C:22]([CH3:36])[N:21]=[C:20](S(C)(=O)=O)[N:19]=2)[CH:14]=[C:15]([Cl:17])[CH:16]=1, predict the reaction product. The product is: [Cl:10][C:11]1[CH:12]=[C:13]([C:18]2[C:23]([C:24]([NH:26][CH2:27][CH2:28][CH2:29][C:30]3[CH:35]=[CH:34][CH:33]=[CH:32][CH:31]=3)=[O:25])=[C:22]([CH3:36])[N:21]=[C:20]([O:7][C:1]3[CH:6]=[CH:5][CH:4]=[CH:3][CH:2]=3)[N:19]=2)[CH:14]=[C:15]([Cl:17])[CH:16]=1. (5) Given the reactants Cl[C:2]1[N:7]=[C:6]([Cl:8])[N:5]=[C:4]([Cl:9])[N:3]=1.[Cl:10][C:11]1[CH:16]=[CH:15][CH:14]=[C:13]([Cl:17])[C:12]=1[NH2:18].C([O-])([O-])=O.[K+].[K+], predict the reaction product. The product is: [Cl:10][C:11]1[CH:16]=[CH:15][CH:14]=[C:13]([Cl:17])[C:12]=1[NH:18][C:2]1[N:7]=[C:6]([Cl:8])[N:5]=[C:4]([Cl:9])[N:3]=1. (6) Given the reactants [Cl:1][C:2]1[CH:7]=[CH:6][C:5]([C:8](=[CH:12][C:13]2[CH:18]=[CH:17][C:16]([Cl:19])=[CH:15][C:14]=2[Cl:20])[C:9](=O)[CH3:10])=[CH:4][CH:3]=1.CO[C:23](=[NH:25])[NH2:24].C[C:27](C)([O-:29])C.[K+].[CH3:32]S(C)=O, predict the reaction product. The product is: [Cl:1][C:2]1[CH:7]=[CH:6][C:5]([C:8]2[C:12]([C:13]3[CH:18]=[CH:17][C:16]([Cl:19])=[CH:15][C:14]=3[Cl:20])=[N:25][C:23]([CH2:32][O:29][CH3:27])=[N:24][C:9]=2[CH3:10])=[CH:4][CH:3]=1. (7) Given the reactants [C:1]([O:5][CH:6]([C:11]1[N:12]([CH3:30])[C:13](=[O:29])[C:14]2[C:19]([C:20]=1[C:21]1[CH:26]=[CH:25][C:24]([CH3:27])=[C:23]([CH3:28])[CH:22]=1)=[CH:18][CH:17]=[CH:16][CH:15]=2)[C:7]([O:9][CH3:10])=[O:8])([CH3:4])([CH3:3])[CH3:2].[Br:31]Br, predict the reaction product. The product is: [Br:31][C:16]1[CH:15]=[C:14]2[C:19]([C:20]([C:21]3[CH:26]=[CH:25][C:24]([CH3:27])=[C:23]([CH3:28])[CH:22]=3)=[C:11]([CH:6]([O:5][C:1]([CH3:3])([CH3:4])[CH3:2])[C:7]([O:9][CH3:10])=[O:8])[N:12]([CH3:30])[C:13]2=[O:29])=[CH:18][CH:17]=1. (8) Given the reactants [NH2:1][C:2]1[CH:7]=[C:6]([Br:8])[CH:5]=[CH:4][C:3]=1[NH:9][CH2:10][C:11]1([OH:16])[CH2:15][CH2:14][CH2:13][CH2:12]1.[C:17](Cl)(=[O:22])[C:18]([CH3:21])([CH3:20])[CH3:19], predict the reaction product. The product is: [Br:8][C:6]1[CH:5]=[CH:4][C:3]([NH:9][CH2:10][C:11]2([OH:16])[CH2:15][CH2:14][CH2:13][CH2:12]2)=[C:2]([NH:1][C:17](=[O:22])[C:18]([CH3:21])([CH3:20])[CH3:19])[CH:7]=1. (9) Given the reactants [Cl:1][C:2]1[CH:7]=[CH:6][CH:5]=[CH:4][C:3]=1[CH:8]([OH:10])[CH3:9].[H-].[Na+].F[C:14]1[CH:21]=[CH:20][C:17]([C:18]#[N:19])=[C:16]([C:22]([F:25])([F:24])[F:23])[CH:15]=1, predict the reaction product. The product is: [Cl:1][C:2]1[CH:7]=[CH:6][CH:5]=[CH:4][C:3]=1[CH:8]([O:10][C:14]1[CH:21]=[CH:20][C:17]([C:18]#[N:19])=[C:16]([C:22]([F:23])([F:25])[F:24])[CH:15]=1)[CH3:9]. (10) Given the reactants [NH2:1][C@H:2]1[CH2:7][CH2:6][CH2:5][CH2:4][C@H:3]1[C:8]([OH:10])=[O:9].[CH3:11]O, predict the reaction product. The product is: [NH2:1][C@H:2]1[CH2:7][CH2:6][CH2:5][CH2:4][C@H:3]1[C:8]([O:10][CH3:11])=[O:9].